Dataset: NCI-60 drug combinations with 297,098 pairs across 59 cell lines. Task: Regression. Given two drug SMILES strings and cell line genomic features, predict the synergy score measuring deviation from expected non-interaction effect. (1) Drug 1: CC1CCC2CC(C(=CC=CC=CC(CC(C(=O)C(C(C(=CC(C(=O)CC(OC(=O)C3CCCCN3C(=O)C(=O)C1(O2)O)C(C)CC4CCC(C(C4)OC)OCCO)C)C)O)OC)C)C)C)OC. Drug 2: CCC1(C2=C(COC1=O)C(=O)N3CC4=CC5=C(C=CC(=C5CN(C)C)O)N=C4C3=C2)O.Cl. Cell line: PC-3. Synergy scores: CSS=20.4, Synergy_ZIP=-2.95, Synergy_Bliss=0.409, Synergy_Loewe=-1.80, Synergy_HSA=2.94. (2) Drug 1: C1C(C(OC1N2C=C(C(=O)NC2=O)F)CO)O. Drug 2: CC1=C(C(CCC1)(C)C)C=CC(=CC=CC(=CC(=O)O)C)C. Cell line: UACC62. Synergy scores: CSS=14.1, Synergy_ZIP=-7.24, Synergy_Bliss=-0.211, Synergy_Loewe=-0.813, Synergy_HSA=1.52. (3) Drug 1: CC1=CC2C(CCC3(C2CCC3(C(=O)C)OC(=O)C)C)C4(C1=CC(=O)CC4)C. Drug 2: CC1=C(C=C(C=C1)C(=O)NC2=CC(=CC(=C2)C(F)(F)F)N3C=C(N=C3)C)NC4=NC=CC(=N4)C5=CN=CC=C5. Cell line: SF-295. Synergy scores: CSS=0.117, Synergy_ZIP=0.0702, Synergy_Bliss=-0.258, Synergy_Loewe=-5.19, Synergy_HSA=-3.03. (4) Drug 1: CC12CCC3C(C1CCC2=O)CC(=C)C4=CC(=O)C=CC34C. Drug 2: C1=CC(=C2C(=C1NCCNCCO)C(=O)C3=C(C=CC(=C3C2=O)O)O)NCCNCCO. Cell line: COLO 205. Synergy scores: CSS=73.1, Synergy_ZIP=9.71, Synergy_Bliss=7.76, Synergy_Loewe=8.84, Synergy_HSA=9.23. (5) Drug 1: CCCCC(=O)OCC(=O)C1(CC(C2=C(C1)C(=C3C(=C2O)C(=O)C4=C(C3=O)C=CC=C4OC)O)OC5CC(C(C(O5)C)O)NC(=O)C(F)(F)F)O. Drug 2: C(CCl)NC(=O)N(CCCl)N=O. Cell line: A549. Synergy scores: CSS=19.1, Synergy_ZIP=-2.60, Synergy_Bliss=-4.49, Synergy_Loewe=-27.4, Synergy_HSA=-3.94. (6) Drug 1: CCCCC(=O)OCC(=O)C1(CC(C2=C(C1)C(=C3C(=C2O)C(=O)C4=C(C3=O)C=CC=C4OC)O)OC5CC(C(C(O5)C)O)NC(=O)C(F)(F)F)O. Drug 2: CC1C(C(CC(O1)OC2CC(CC3=C2C(=C4C(=C3O)C(=O)C5=C(C4=O)C(=CC=C5)OC)O)(C(=O)CO)O)N)O.Cl. Cell line: HCC-2998. Synergy scores: CSS=45.1, Synergy_ZIP=0.722, Synergy_Bliss=1.86, Synergy_Loewe=0.250, Synergy_HSA=1.43.